From a dataset of Catalyst prediction with 721,799 reactions and 888 catalyst types from USPTO. Predict which catalyst facilitates the given reaction. (1) Reactant: C([NH:4][C:5]1[N:10]=[C:9]([CH2:11][CH2:12][C:13]2[CH:18]=[CH:17][C:16]([NH:19][C:20]([C:22]3[C:23]([C:28]4[CH:33]=[CH:32][C:31]([C:34]([F:37])([F:36])[F:35])=[CH:30][CH:29]=4)=[CH:24][CH:25]=[CH:26][CH:27]=3)=[O:21])=[CH:15][CH:14]=2)[CH:8]=[CH:7][N:6]=1)(=O)C.Cl. Product: [NH2:4][C:5]1[N:10]=[C:9]([CH2:11][CH2:12][C:13]2[CH:18]=[CH:17][C:16]([NH:19][C:20]([C:22]3[C:23]([C:28]4[CH:29]=[CH:30][C:31]([C:34]([F:37])([F:35])[F:36])=[CH:32][CH:33]=4)=[CH:24][CH:25]=[CH:26][CH:27]=3)=[O:21])=[CH:15][CH:14]=2)[CH:8]=[CH:7][N:6]=1. The catalyst class is: 8. (2) Reactant: [P:1]([O:40]C(C)(C)C)([O:35]C(C)(C)C)([O:3][CH2:4][C:5]1[CH:10]=[C:9]([F:11])[C:8]([F:12])=[CH:7][C:6]=1[C:13]1[CH:14]=[C:15]2[C:20](=[CH:21][CH:22]=1)[N:19]=[C:18]([NH2:23])[N:17]=[C:16]2[C:24]([N:26]1[CH2:34][C:33]2[C:28](=[CH:29][CH:30]=[CH:31][CH:32]=2)[CH2:27]1)=[O:25])=[O:2]. Product: [P:1]([O:3][CH2:4][C:5]1[CH:10]=[C:9]([F:11])[C:8]([F:12])=[CH:7][C:6]=1[C:13]1[CH:14]=[C:15]2[C:20](=[CH:21][CH:22]=1)[N:19]=[C:18]([NH2:23])[N:17]=[C:16]2[C:24]([N:26]1[CH2:27][C:28]2[C:33](=[CH:32][CH:31]=[CH:30][CH:29]=2)[CH2:34]1)=[O:25])([OH:40])([OH:35])=[O:2]. The catalyst class is: 55.